This data is from Forward reaction prediction with 1.9M reactions from USPTO patents (1976-2016). The task is: Predict the product of the given reaction. Given the reactants [Cl:1][C:2]1[C:10]2[N:6]([C:7]([CH2:14][CH2:15][O:16][CH2:17][CH3:18])=[CH:8][C:9]=2[C:11]([OH:13])=O)[CH:5]=[CH:4][CH:3]=1.[NH2:19][CH2:20][C:21]1([OH:29])[CH2:26][CH2:25][C:24]([F:28])([F:27])[CH2:23][CH2:22]1.Cl.CN(C)CCCN=C=NCC.N1(O)C2C=CC=CC=2N=N1.C(N(C(C)C)C(C)C)C, predict the reaction product. The product is: [F:27][C:24]1([F:28])[CH2:23][CH2:22][C:21]([CH2:20][NH:19][C:11]([C:9]2[CH:8]=[C:7]([CH2:14][CH2:15][O:16][CH2:17][CH3:18])[N:6]3[C:10]=2[C:2]([Cl:1])=[CH:3][CH:4]=[CH:5]3)=[O:13])([OH:29])[CH2:26][CH2:25]1.